Dataset: Full USPTO retrosynthesis dataset with 1.9M reactions from patents (1976-2016). Task: Predict the reactants needed to synthesize the given product. (1) Given the product [C:1]([O:5][C:6]([N:8]1[CH2:9][CH2:10][N:11]([C:14]2[NH:15][C:16](=[O:23])[C:17]3[N:18]([CH2:31][C:32]([O:34][CH2:35][CH3:36])=[O:33])[CH:19]=[N:20][C:21]=3[N:22]=2)[CH2:12][CH2:13]1)=[O:7])([CH3:4])([CH3:2])[CH3:3], predict the reactants needed to synthesize it. The reactants are: [C:1]([O:5][C:6]([N:8]1[CH2:13][CH2:12][N:11]([C:14]2[NH:15][C:16](=[O:23])[C:17]3[NH:18][CH:19]=[N:20][C:21]=3[N:22]=2)[CH2:10][CH2:9]1)=[O:7])([CH3:4])([CH3:3])[CH3:2].C(=O)([O-])[O-].[K+].[K+].Cl[CH2:31][C:32]([O:34][CH2:35][CH3:36])=[O:33]. (2) Given the product [CH2:2]([CH2:7][NH2:8])[OH:1].[CH2:36]([CH2:38][NH2:39])[OH:37].[OH:44][C:45]1[C:50]([NH:51]/[N:52]=[C:53]2/[C:54]([CH3:68])=[N:55][N:56]([C:59]3[CH:60]=[C:61]4[C:65](=[CH:66][CH:67]=3)[CH2:64][CH2:63][CH2:62]4)[C:57]/2=[O:58])=[CH:49][CH:48]=[CH:47][C:46]=1[C:69]1[CH:74]=[CH:73][CH:72]=[C:71]([C:75]([OH:77])=[O:76])[CH:70]=1.[CH2:40]([CH2:42][NH2:43])[OH:41].[CH2:2]([CH2:7][NH2:8])[OH:1].[OH:1][C:2]1[C:7]([NH:8]/[N:9]=[C:10]2\[C:11]([CH3:26])=[N:12][N:13]([C:17]3[CH:18]=[C:19]4[C:23](=[CH:24][CH:25]=3)[CH2:22][CH2:21][CH2:20]4)[C:14]\2=[C:15]=[O:16])=[CH:6][CH:5]=[CH:4][C:3]=1[C:27]1[CH:32]=[CH:31][CH:30]=[C:29]([C:33]([OH:35])=[O:34])[CH:28]=1, predict the reactants needed to synthesize it. The reactants are: [OH:1][C:2]1[C:7]([NH:8]/[N:9]=[C:10]2\[C:11]([CH3:26])=[N:12][N:13]([C:17]3[CH:18]=[C:19]4[C:23](=[CH:24][CH:25]=3)[CH2:22][CH2:21][CH2:20]4)[C:14]\2=[C:15]=[O:16])=[CH:6][CH:5]=[CH:4][C:3]=1[C:27]1[CH:32]=[CH:31][CH:30]=[C:29]([C:33]([OH:35])=[O:34])[CH:28]=1.[CH2:36]([CH2:38][NH2:39])[OH:37].[CH2:40]([CH2:42][NH2:43])[OH:41].[OH:44][C:45]1[C:50]([NH:51]/[N:52]=[C:53]2/[C:54]([CH3:68])=[N:55][N:56]([C:59]3[CH:60]=[C:61]4[C:65](=[CH:66][CH:67]=3)[CH2:64][CH2:63][CH2:62]4)[C:57]/2=[O:58])=[CH:49][CH:48]=[CH:47][C:46]=1[C:69]1[CH:74]=[CH:73][CH:72]=[C:71]([C:75]([OH:77])=[O:76])[CH:70]=1. (3) Given the product [CH2:1]([N:3]1[C:9](=[O:10])[C:8]2[CH:11]=[CH:12][CH:13]=[CH:14][C:7]=2[S:6](=[O:15])[C:5]2[CH:16]=[CH:17][C:18]([C:20]([O:22][CH2:26][C:27]3[CH:32]=[CH:31][C:30]([O:33][CH3:34])=[CH:29][CH:28]=3)=[O:21])=[CH:19][C:4]1=2)[CH3:2], predict the reactants needed to synthesize it. The reactants are: [CH2:1]([N:3]1[C:9](=[O:10])[C:8]2[CH:11]=[CH:12][CH:13]=[CH:14][C:7]=2[S:6](=[O:15])[C:5]2[CH:16]=[CH:17][C:18]([C:20]([OH:22])=[O:21])=[CH:19][C:4]1=2)[CH3:2].[H-].[Na+].Br[CH2:26][C:27]1[CH:32]=[CH:31][C:30]([O:33][CH3:34])=[CH:29][CH:28]=1.O.